This data is from Peptide-MHC class II binding affinity with 134,281 pairs from IEDB. The task is: Regression. Given a peptide amino acid sequence and an MHC pseudo amino acid sequence, predict their binding affinity value. This is MHC class II binding data. (1) The peptide sequence is DVLREPHLYTFSFRN. The MHC is HLA-DPA10103-DPB10401 with pseudo-sequence HLA-DPA10103-DPB10401. The binding affinity (normalized) is 0.205. (2) The peptide sequence is GAVFLGFLGAAGSTMG. The MHC is HLA-DQA10301-DQB10301 with pseudo-sequence HLA-DQA10301-DQB10301. The binding affinity (normalized) is 0.800. (3) The peptide sequence is RYANPIAFFRKEPLK. The MHC is DRB1_1101 with pseudo-sequence DRB1_1101. The binding affinity (normalized) is 0.490. (4) The peptide sequence is WEALKYLWNLLQYWGQELK. The MHC is DRB1_1602 with pseudo-sequence DRB1_1602. The binding affinity (normalized) is 0.464. (5) The peptide sequence is IQARAAALAFEQAYA. The MHC is DRB1_0401 with pseudo-sequence DRB1_0401. The binding affinity (normalized) is 0.373. (6) The peptide sequence is YLIRALTLNTM. The MHC is DRB1_0101 with pseudo-sequence DRB1_0101. The binding affinity (normalized) is 0.600. (7) The peptide sequence is SHIMSVLDMGQGILH. The MHC is DRB1_0404 with pseudo-sequence DRB1_0404. The binding affinity (normalized) is 0.572.